From a dataset of Peptide-MHC class II binding affinity with 134,281 pairs from IEDB. Regression. Given a peptide amino acid sequence and an MHC pseudo amino acid sequence, predict their binding affinity value. This is MHC class II binding data. (1) The peptide sequence is EAENITTGCAEHCSL. The MHC is DRB1_1501 with pseudo-sequence DRB1_1501. The binding affinity (normalized) is 0.121. (2) The peptide sequence is AAATAGLTVYGAFAA. The MHC is HLA-DQA10501-DQB10301 with pseudo-sequence HLA-DQA10501-DQB10301. The binding affinity (normalized) is 0.595. (3) The peptide sequence is EKKYIAATQFEPLAA. The MHC is HLA-DQA10101-DQB10501 with pseudo-sequence HLA-DQA10101-DQB10501. The binding affinity (normalized) is 0.360. (4) The peptide sequence is QKWDATATELNNALQ. The MHC is HLA-DPA10103-DPB10201 with pseudo-sequence HLA-DPA10103-DPB10201. The binding affinity (normalized) is 0. (5) The peptide sequence is LSGIAFGSMAKKGDE. The MHC is HLA-DQA10501-DQB10301 with pseudo-sequence HLA-DQA10501-DQB10301. The binding affinity (normalized) is 0.637.